From a dataset of NCI-60 drug combinations with 297,098 pairs across 59 cell lines. Regression. Given two drug SMILES strings and cell line genomic features, predict the synergy score measuring deviation from expected non-interaction effect. Drug 1: CC1=C2C(C(=O)C3(C(CC4C(C3C(C(C2(C)C)(CC1OC(=O)C(C(C5=CC=CC=C5)NC(=O)OC(C)(C)C)O)O)OC(=O)C6=CC=CC=C6)(CO4)OC(=O)C)OC)C)OC. Drug 2: COC1=C2C(=CC3=C1OC=C3)C=CC(=O)O2. Cell line: SK-MEL-2. Synergy scores: CSS=56.4, Synergy_ZIP=9.65, Synergy_Bliss=10.4, Synergy_Loewe=-24.1, Synergy_HSA=10.1.